From a dataset of Reaction yield outcomes from USPTO patents with 853,638 reactions. Predict the reaction yield, written as a fraction of the theoretical maximum amount of product (1.0 means a 100% yield; for example, 0.34 means a 34% yield). (1) The reactants are [NH2:1][C:2]1[NH:6][N:5]=[CH:4][C:3]=1[C:7]([C:9]1[S:10][CH:11]=[CH:12][CH:13]=1)=[O:8].[Cl:14][C:15]1[CH:20]=[CH:19][C:18]([C:21](=O)[CH:22]=[CH:23]N(C)C)=[CH:17][C:16]=1[N:28]([CH3:33])[S:29]([CH3:32])(=[O:31])=[O:30].C(OCC)(=O)C. The catalyst is C(O)(=O)C. The product is [Cl:14][C:15]1[CH:20]=[CH:19][C:18]([C:21]2[N:6]3[N:5]=[CH:4][C:3]([C:7]([C:9]4[S:10][CH:11]=[CH:12][CH:13]=4)=[O:8])=[C:2]3[N:1]=[CH:23][CH:22]=2)=[CH:17][C:16]=1[N:28]([CH3:33])[S:29]([CH3:32])(=[O:31])=[O:30]. The yield is 0.730. (2) No catalyst specified. The reactants are [Cl:1][C:2]1[S:6][C:5]([S:7]([NH:10][C:11]2[CH:19]=[CH:18][C:14]([C:15]([OH:17])=[O:16])=[C:13]([OH:20])[CH:12]=2)(=[O:9])=[O:8])=[CH:4][C:3]=1[C:21]1[CH:26]=[CH:25][CH:24]=[C:23]([F:27])[CH:22]=1.[CH3:28][O:29][CH2:30][CH2:31]O. The product is [Cl:1][C:2]1[S:6][C:5]([S:7]([NH:10][C:11]2[CH:19]=[CH:18][C:14]([C:15]([O:17][CH2:31][CH2:30][O:29][CH3:28])=[O:16])=[C:13]([OH:20])[CH:12]=2)(=[O:8])=[O:9])=[CH:4][C:3]=1[C:21]1[CH:26]=[CH:25][CH:24]=[C:23]([F:27])[CH:22]=1. The yield is 0.690. (3) The reactants are [CH2:1]([C:5]1[N:10]=[C:9]([CH3:11])[N:8]([CH2:12][C:13]2[CH:17]=[C:16]([CH3:18])[N:15]([CH3:19])[N:14]=2)[C:7](=[O:20])[C:6]=1[CH2:21][C:22]1[CH:27]=[CH:26][C:25]([C:28]2[CH:33]=[CH:32][CH:31]=[CH:30][C:29]=2[C:34]2[NH:38][C:37](=[O:39])[O:36][N:35]=2)=[CH:24][CH:23]=1)[CH2:2][CH2:3][CH3:4].[ClH:40].C(OCC)(=O)C. The catalyst is C(OCC)(=O)C. The product is [ClH:40].[CH2:1]([C:5]1[N:10]=[C:9]([CH3:11])[N:8]([CH2:12][C:13]2[CH:17]=[C:16]([CH3:18])[N:15]([CH3:19])[N:14]=2)[C:7](=[O:20])[C:6]=1[CH2:21][C:22]1[CH:27]=[CH:26][C:25]([C:28]2[CH:33]=[CH:32][CH:31]=[CH:30][C:29]=2[C:34]2[NH:38][C:37](=[O:39])[O:36][N:35]=2)=[CH:24][CH:23]=1)[CH2:2][CH2:3][CH3:4]. The yield is 0.680. (4) The reactants are [I:1][C:2]1[CH:7]=[C:6]([N+:8]([O-])=O)[CH:5]=[C:4]([I:11])[CH:3]=1.O.O.Cl[Sn]Cl.[OH-].[Na+]. The catalyst is C(O)C. The product is [I:1][C:2]1[CH:7]=[C:6]([CH:5]=[C:4]([I:11])[CH:3]=1)[NH2:8]. The yield is 0.750. (5) The reactants are C[O-].[Na+].C([NH:12][NH:13][CH:14]([CH3:28])[C:15]([CH:21]1[CH2:26][CH:25]2[CH2:27][CH:22]1[CH2:23][CH2:24]2)([CH3:20])[C:16](OC)=[O:17])(=O)C1C=CC=CC=1. The catalyst is CO. The product is [CH:22]12[CH2:27][CH:25]([CH2:24][CH2:23]1)[CH2:26][CH:21]2[C:15]1([CH3:20])[C:16](=[O:17])[NH:12][N:13]=[C:14]1[CH3:28]. The yield is 0.300. (6) The reactants are C(N(CC)CC)C.[CH:8]([C:10]1[C:18]2[C:13](=[CH:14][CH:15]=[CH:16][CH:17]=2)[N:12](C(OC(C)(C)C)=O)[CH:11]=1)=[O:9].[F:26][C:27]1[CH:28]=[C:29]([CH:40]=[CH:41][CH:42]=1)[CH:30]=[N:31][C:32]1[CH:37]=[CH:36][N:35]=[C:34]([O:38][CH3:39])[CH:33]=1. The catalyst is [Cl-].C([N+]1C(C)=C(CCO)SC=1)C1C=CC=CC=1.C(O)C. The product is [F:26][C:27]1[CH:28]=[C:29]([CH:30]([NH:31][C:32]2[CH:37]=[CH:36][N:35]=[C:34]([O:38][CH3:39])[CH:33]=2)[C:8]([C:10]2[C:18]3[C:13](=[CH:14][CH:15]=[CH:16][CH:17]=3)[NH:12][CH:11]=2)=[O:9])[CH:40]=[CH:41][CH:42]=1. The yield is 0.240. (7) The reactants are C(OC(Cl)=O)(C)C.C(N(CC)CC)C.[CH2:15]([O:22][C:23]([NH:25][CH2:26][CH2:27][CH2:28][CH2:29][C@H:30]([NH:34][C:35]([O:37][C:38]([CH3:41])([CH3:40])[CH3:39])=[O:36])[C:31](O)=[O:32])=[O:24])[C:16]1[CH:21]=[CH:20][CH:19]=[CH:18][CH:17]=1.[BH4-].[Na+]. The catalyst is C1(C)C=CC=CC=1.O1CCCC1.O. The product is [C:38]([O:37][C:35]([NH:34][C@H:30]([CH2:31][OH:32])[CH2:29][CH2:28][CH2:27][CH2:26][NH:25][C:23](=[O:24])[O:22][CH2:15][C:16]1[CH:17]=[CH:18][CH:19]=[CH:20][CH:21]=1)=[O:36])([CH3:41])([CH3:40])[CH3:39]. The yield is 0.680.